Dataset: Full USPTO retrosynthesis dataset with 1.9M reactions from patents (1976-2016). Task: Predict the reactants needed to synthesize the given product. (1) The reactants are: C[O:2][C:3]1[CH:4]=[C:5]2[C:10](=[CH:11][CH:12]=1)[N:9]=[C:8]([C@:13]1([CH3:19])[CH2:17][O:16][C:15](=[O:18])[NH:14]1)[N:7]=[CH:6]2.C(Cl)Cl.B(Br)(Br)Br.[Cl-].C([O-])(O)=O.[Na+]. Given the product [OH:2][C:3]1[CH:4]=[C:5]2[C:10](=[CH:11][CH:12]=1)[N:9]=[C:8]([C@:13]1([CH3:19])[CH2:17][O:16][C:15](=[O:18])[NH:14]1)[N:7]=[CH:6]2, predict the reactants needed to synthesize it. (2) Given the product [Br:15][C:16]1[CH:17]=[CH:18][CH:19]=[C:20]2[C:25]=1[N:24]=[C:23]([NH:12][C:11]1[CH:13]=[CH:14][C:8]([N:5]3[CH2:4][CH2:3][N:2]([CH3:1])[CH2:7][CH2:6]3)=[CH:9][CH:10]=1)[N:22]=[CH:21]2, predict the reactants needed to synthesize it. The reactants are: [CH3:1][N:2]1[CH2:7][CH2:6][N:5]([C:8]2[CH:14]=[CH:13][C:11]([NH2:12])=[CH:10][CH:9]=2)[CH2:4][CH2:3]1.[Br:15][C:16]1[CH:17]=[CH:18][CH:19]=[C:20]2[C:25]=1[N:24]=[C:23](Cl)[N:22]=[CH:21]2.C(O)(C(F)(F)F)=O. (3) Given the product [NH2:1][C:2]1[N:3]=[CH:4][C:5]([C:8]2[CH:13]=[CH:12][C:11]([C:14]3[C:15]([C:20]([NH:24][C@@H:25]([CH3:28])[CH2:26][OH:27])=[O:22])=[CH:16][CH:17]=[CH:18][CH:19]=3)=[CH:10][C:9]=2[F:23])=[N:6][CH:7]=1, predict the reactants needed to synthesize it. The reactants are: [NH2:1][C:2]1[CH:7]=[N:6][C:5]([C:8]2[CH:13]=[CH:12][C:11]([C:14]3[C:15]([C:20]([OH:22])=O)=[CH:16][CH:17]=[CH:18][CH:19]=3)=[CH:10][C:9]=2[F:23])=[CH:4][N:3]=1.[NH2:24][C@@H:25]([CH3:28])[CH2:26][OH:27].FC(F)(F)[C@@H](N)C. (4) Given the product [Br:1][C:2]1[CH:3]=[C:4]([CH:5]=[CH:6][CH:7]=1)[C:8]([C:10]1[CH:15]=[CH:14][CH:13]=[C:12]([Br:16])[CH:11]=1)=[O:9], predict the reactants needed to synthesize it. The reactants are: [Br:1][C:2]1[CH:3]=[C:4]([CH:8]([C:10]2[CH:15]=[CH:14][CH:13]=[C:12]([Br:16])[CH:11]=2)[OH:9])[CH:5]=[CH:6][CH:7]=1.